Dataset: Full USPTO retrosynthesis dataset with 1.9M reactions from patents (1976-2016). Task: Predict the reactants needed to synthesize the given product. (1) Given the product [NH2:16][CH2:17][C:18]([O:20][C:22]1[C:23]([F:24])=[C:25]([F:26])[C:27]([F:28])=[C:29]([F:30])[C:31]=1[F:32])=[O:19], predict the reactants needed to synthesize it. The reactants are: C1CCC(N=C=NC2CCCCC2)CC1.[NH2:16][CH2:17][C:18]([OH:20])=[O:19].O[C:22]1[C:31]([F:32])=[C:29]([F:30])[C:27]([F:28])=[C:25]([F:26])[C:23]=1[F:24]. (2) Given the product [O:7]=[C:4]1[CH2:5][CH2:6][O:1][CH2:2][CH:3]1[C:22]([O:23][CH2:24][CH3:25])=[O:26], predict the reactants needed to synthesize it. The reactants are: [O:1]1[CH2:6][CH2:5][C:4](=[O:7])[CH2:3][CH2:2]1.[Li+].CC([N-]C(C)C)C.CCCCCC.[C:22](C#N)(=[O:26])[O:23][CH2:24][CH3:25]. (3) Given the product [Cl:1][C:2]1[CH:7]=[C:6]([F:8])[CH:5]=[CH:4][C:3]=1[O:9][CH2:11][C:12](=[O:14])[CH3:13], predict the reactants needed to synthesize it. The reactants are: [Cl:1][C:2]1[CH:7]=[C:6]([F:8])[CH:5]=[CH:4][C:3]=1[OH:9].Cl[CH2:11][C:12](=[O:14])[CH3:13].C(=O)([O-])[O-].[K+].[K+]. (4) Given the product [ClH:25].[F:23][C:14]1[CH:13]=[C:12]([C@H:8]([NH2:7])[CH2:9][O:10][CH3:11])[CH:17]=[CH:16][C:15]=1[O:18][C:19]([F:22])([F:21])[F:20], predict the reactants needed to synthesize it. The reactants are: C(OC(=O)[NH:7][C@@H:8]([C:12]1[CH:17]=[CH:16][C:15]([O:18][C:19]([F:22])([F:21])[F:20])=[C:14]([F:23])[CH:13]=1)[CH2:9][O:10][CH3:11])(C)(C)C.[ClH:25].C(OCC)(=O)C. (5) Given the product [CH3:1][O:2][C:3](=[O:7])[CH2:4][CH:5]([CH3:6])[CH2:19][N+:16]([O-:18])=[O:17], predict the reactants needed to synthesize it. The reactants are: [CH3:1][O:2][C:3](=[O:7])/[CH:4]=[CH:5]/[CH3:6].CN(C)C(=N)N(C)C.[N+:16]([CH3:19])([O-:18])=[O:17]. (6) Given the product [CH:1]1([O:6][C:7]2[CH:12]=[CH:11][C:10]([F:13])=[CH:9][C:8]=2[N:14]2[CH2:19][CH2:18][N:17]([CH2:20][C:21](=[O:34])[CH2:22][N:23]3[C:31](=[O:32])[CH:30]4[CH:25]([CH2:26][CH:27]=[CH:28][CH2:29]4)[C:24]3=[O:33])[CH2:16][CH2:15]2)[CH2:5][CH2:4][CH2:3][CH2:2]1, predict the reactants needed to synthesize it. The reactants are: [CH:1]1([O:6][C:7]2[CH:12]=[CH:11][C:10]([F:13])=[CH:9][C:8]=2[N:14]2[CH2:19][CH2:18][N:17]([CH2:20][CH:21]([OH:34])[CH2:22][N:23]3[C:31](=[O:32])[CH:30]4[CH:25]([CH2:26][CH:27]=[CH:28][CH2:29]4)[C:24]3=[O:33])[CH2:16][CH2:15]2)[CH2:5][CH2:4][CH2:3][CH2:2]1.[Cr](Cl)([O-])(=O)=O.[NH+]1C=CC=CC=1. (7) Given the product [CH3:25][O:26][C:27](=[O:46])[CH2:28][CH2:29][C:30]1[CH:35]=[CH:34][C:33]([O:36][CH2:37][CH2:38][C@H:39]([O:24][C:13]2[CH:12]=[CH:11][C:10]([CH:7]3[CH2:8][CH2:9]3)=[CH:15][C:14]=2[C:16](=[O:17])[C:18]2[CH:23]=[CH:22][CH:21]=[CH:20][CH:19]=2)[CH3:40])=[CH:32][C:31]=1[CH3:1], predict the reactants needed to synthesize it. The reactants are: [C:1](=O)([O-])[O-].[Cs+].[Cs+].[CH:7]1([C:10]2[CH:11]=[CH:12][C:13]([OH:24])=[C:14]([C:16]([C:18]3[CH:23]=[CH:22][CH:21]=[CH:20][CH:19]=3)=[O:17])[CH:15]=2)[CH2:9][CH2:8]1.[CH3:25][O:26][C:27](=[O:46])[CH2:28][CH2:29][C:30]1[CH:35]=[CH:34][C:33]([O:36][CH2:37][CH2:38][C@@H:39](OS(C)(=O)=O)[CH3:40])=[CH:32][CH:31]=1. (8) Given the product [Cl:1][C:2]1[CH:3]=[C:4]([CH:5]=[CH:6][C:7]=1[O:8][CH2:9][C:10]1[CH:15]=[CH:14][CH:13]=[C:12]([F:16])[CH:11]=1)[NH:17][C:18]1[C:27]2[C:22](=[CH:23][CH:24]=[C:25]([C:33]3[O:32][C:31]([CH:29]=[O:30])=[CH:35][CH:34]=3)[CH:26]=2)[N:21]=[CH:20][N:19]=1, predict the reactants needed to synthesize it. The reactants are: [Cl:1][C:2]1[CH:3]=[C:4]([NH:17][C:18]2[C:27]3[C:22](=[CH:23][CH:24]=[C:25](I)[CH:26]=3)[N:21]=[CH:20][N:19]=2)[CH:5]=[CH:6][C:7]=1[O:8][CH2:9][C:10]1[CH:15]=[CH:14][CH:13]=[C:12]([F:16])[CH:11]=1.[CH:29]([C:31]1[O:32][C:33](B(O)O)=[CH:34][CH:35]=1)=[O:30].COCCOC.CO. (9) Given the product [NH2:22][CH2:25][C:26]1([O:32][CH3:33])[CH2:31][CH2:30][N:29]([C:2]2[N:7]=[C:6]([NH:8][C:9]3[N:14]=[CH:13][C:12]4[N:15]=[C:16]([CH3:21])[N:17]([CH:18]([CH3:20])[CH3:19])[C:11]=4[CH:10]=3)[CH:5]=[CH:4][N:3]=2)[CH2:28][CH2:27]1, predict the reactants needed to synthesize it. The reactants are: Cl[C:2]1[N:7]=[C:6]([NH:8][C:9]2[N:14]=[CH:13][C:12]3[N:15]=[C:16]([CH3:21])[N:17]([CH:18]([CH3:20])[CH3:19])[C:11]=3[CH:10]=2)[CH:5]=[CH:4][N:3]=1.[N:22]([CH2:25][C:26]1([O:32][CH3:33])[CH2:31][CH2:30][NH:29][CH2:28][CH2:27]1)=[N+]=[N-].